The task is: Regression. Given two drug SMILES strings and cell line genomic features, predict the synergy score measuring deviation from expected non-interaction effect.. This data is from NCI-60 drug combinations with 297,098 pairs across 59 cell lines. (1) Drug 1: CC(C)(C#N)C1=CC(=CC(=C1)CN2C=NC=N2)C(C)(C)C#N. Drug 2: CN(CC1=CN=C2C(=N1)C(=NC(=N2)N)N)C3=CC=C(C=C3)C(=O)NC(CCC(=O)O)C(=O)O. Cell line: ACHN. Synergy scores: CSS=16.1, Synergy_ZIP=-2.53, Synergy_Bliss=-2.81, Synergy_Loewe=-18.7, Synergy_HSA=-0.419. (2) Drug 1: CCCS(=O)(=O)NC1=C(C(=C(C=C1)F)C(=O)C2=CNC3=C2C=C(C=N3)C4=CC=C(C=C4)Cl)F. Drug 2: C1=C(C(=O)NC(=O)N1)F. Cell line: TK-10. Synergy scores: CSS=41.0, Synergy_ZIP=5.84, Synergy_Bliss=5.36, Synergy_Loewe=5.71, Synergy_HSA=8.25.